From a dataset of Catalyst prediction with 721,799 reactions and 888 catalyst types from USPTO. Predict which catalyst facilitates the given reaction. (1) Reactant: [CH3:1][O:2][CH:3]([O:7][CH3:8])[CH2:4][NH:5][CH3:6].[C:9]([NH:19][CH2:20][C:21]([OH:23])=O)([O:11][CH2:12][C:13]1[CH:18]=[CH:17][CH:16]=[CH:15][CH:14]=1)=[O:10].C(Cl)CCl.C1C=CC2N(O)N=NC=2C=1.C(N(CC)C(C)C)(C)C. Product: [CH2:12]([O:11][C:9]([NH:19][CH2:20][C:21]([N:5]([CH2:4][CH:3]([O:7][CH3:8])[O:2][CH3:1])[CH3:6])=[O:23])=[O:10])[C:13]1[CH:14]=[CH:15][CH:16]=[CH:17][CH:18]=1. The catalyst class is: 18. (2) Reactant: [F:1][C:2]1[CH:7]=[CH:6][C:5]([C:8](=O)[CH2:9][C:10](=O)[CH3:11])=[CH:4][CH:3]=1.FC(F)(F)C(O)=O.[CH3:21][C:22]1[CH:30]=[CH:29][C:25]([CH2:26][NH:27][NH2:28])=[CH:24][CH:23]=1.C(N(CC)CC)C.FC(F)(F)C(O)=O. Product: [F:1][C:2]1[CH:7]=[CH:6][C:5]([C:8]2[N:27]([CH2:26][C:25]3[CH:29]=[CH:30][C:22]([CH3:21])=[CH:23][CH:24]=3)[N:28]=[C:10]([CH3:11])[CH:9]=2)=[CH:4][CH:3]=1. The catalyst class is: 41. (3) Reactant: [C:1]1([C@H:7]2[C@@H:11]([C:12]3[CH:17]=[CH:16][CH:15]=[CH:14][CH:13]=3)[NH:10][C:9](=[S:18])[NH:8]2)[CH:6]=[CH:5][CH:4]=[CH:3][CH:2]=1.[F:19][C:20]([F:31])([F:30])[O:21][C:22]1[CH:29]=[CH:28][C:25]([CH2:26][Cl:27])=[CH:24][CH:23]=1. The catalyst class is: 14. Product: [ClH:27].[F:19][C:20]([F:30])([F:31])[O:21][C:22]1[CH:29]=[CH:28][C:25]([CH2:26][S:18][C:9]2[NH:8][C@H:7]([C:1]3[CH:2]=[CH:3][CH:4]=[CH:5][CH:6]=3)[C@H:11]([C:12]3[CH:13]=[CH:14][CH:15]=[CH:16][CH:17]=3)[N:10]=2)=[CH:24][CH:23]=1. (4) Reactant: B([C:4]1[CH:5]=[CH:6][C:7]([O:13][CH3:14])=[C:8]([CH:12]=1)[C:9]([OH:11])=[O:10])(O)O.Br[C:16]1[C:17]([CH3:36])=[C:18]([N+:33]([O-:35])=[O:34])[C:19]([O:22][C:23]2[C:32]3[CH2:31][CH2:30][CH2:29][CH2:28][C:27]=3[CH:26]=[CH:25][CH:24]=2)=[N:20][CH:21]=1.C(=O)([O-])[O-].[K+].[K+].CC(O)=O. Product: [CH3:14][O:13][C:7]1[CH:6]=[CH:5][C:4]([C:16]2[CH:21]=[N:20][C:19]([O:22][C:23]3[C:32]4[CH2:31][CH2:30][CH2:29][CH2:28][C:27]=4[CH:26]=[CH:25][CH:24]=3)=[C:18]([N+:33]([O-:35])=[O:34])[C:17]=2[CH3:36])=[CH:12][C:8]=1[C:9]([OH:11])=[O:10]. The catalyst class is: 128. (5) Reactant: [C:1]([C:5]1[S:9][C:8]([C:10]([NH:12][C@@H:13]([CH2:27][C:28]2[CH:33]=[CH:32][C:31]([C:34]3[N:39]=[CH:38][C:37]([C:40]4[CH:45]=[CH:44][C:43]([O:46][CH2:47][CH2:48][CH2:49][CH:50]([CH3:52])[CH3:51])=[CH:42][CH:41]=4)=[CH:36][N:35]=3)=[CH:30][CH:29]=2)[C:14]([N:16]2[CH2:19][CH:18]([C:20]([O:22]C(C)(C)C)=[O:21])[CH2:17]2)=[O:15])=[O:11])=[CH:7][CH:6]=1)([CH3:4])([CH3:3])[CH3:2].C(O)(C(F)(F)F)=O. Product: [C:1]([C:5]1[S:9][C:8]([C:10]([NH:12][C@@H:13]([CH2:27][C:28]2[CH:33]=[CH:32][C:31]([C:34]3[N:39]=[CH:38][C:37]([C:40]4[CH:45]=[CH:44][C:43]([O:46][CH2:47][CH2:48][CH2:49][CH:50]([CH3:52])[CH3:51])=[CH:42][CH:41]=4)=[CH:36][N:35]=3)=[CH:30][CH:29]=2)[C:14]([N:16]2[CH2:19][CH:18]([C:20]([OH:22])=[O:21])[CH2:17]2)=[O:15])=[O:11])=[CH:7][CH:6]=1)([CH3:4])([CH3:3])[CH3:2]. The catalyst class is: 2. (6) Reactant: [Br:1][C:2]1[CH:7]=[CH:6][N:5]=[C:4]([CH:8]=[CH:9][C:10]([OH:12])=O)[CH:3]=1.Cl.[CH3:14][NH:15][O:16][CH3:17].C1C=CC2N(O)N=NC=2C=1.CCN=C=NCCCN(C)C.C(N(CC)CC)C. Product: [Br:1][C:2]1[CH:7]=[CH:6][N:5]=[C:4]([CH:8]=[CH:9][C:10]([N:15]([O:16][CH3:17])[CH3:14])=[O:12])[CH:3]=1. The catalyst class is: 9. (7) Reactant: [CH3:1][N:2]1[CH2:7][CH2:6][CH2:5][CH:4]([OH:8])[CH2:3]1.[H-].[Na+].F[C:12]1[CH:13]=[C:14]([CH:17]=[CH:18][CH:19]=1)[C:15]#[N:16]. Product: [CH3:1][N:2]1[CH2:7][CH2:6][CH2:5][CH:4]([O:8][C:12]2[CH:13]=[C:14]([CH:17]=[CH:18][CH:19]=2)[C:15]#[N:16])[CH2:3]1. The catalyst class is: 3. (8) Reactant: [H-].[Na+].[OH:3][N:4]=[C:5]([C:10]1[CH:15]=[CH:14][CH:13]=[CH:12][CH:11]=1)[C:6]([NH:8][CH3:9])=[O:7].[CH2:16]([O:20][C:21](=[O:31])[NH:22][C:23]1[CH:28]=[CH:27][CH:26]=[C:25]([CH2:29]Cl)[N:24]=1)[CH2:17][C:18]#[CH:19].O. Product: [CH3:9][NH:8][C:6](=[O:7])[C:5](=[N:4][O:3][CH2:29][C:25]1[N:24]=[C:23]([NH:22][C:21](=[O:31])[O:20][CH2:16][CH2:17][C:18]#[CH:19])[CH:28]=[CH:27][CH:26]=1)[C:10]1[CH:15]=[CH:14][CH:13]=[CH:12][CH:11]=1. The catalyst class is: 31. (9) Reactant: [Br:1][C:2]1[CH:7]=[C:6]([OH:8])[CH:5]=[CH:4][N:3]=1.Br[CH:10]1[CH2:14][CH2:13][CH2:12][CH2:11]1.C(=O)([O-])[O-].[Cs+].[Cs+]. Product: [Br:1][C:2]1[CH:7]=[C:6]([O:8][CH:10]2[CH2:14][CH2:13][CH2:12][CH2:11]2)[CH:5]=[CH:4][N:3]=1. The catalyst class is: 3.